From a dataset of Forward reaction prediction with 1.9M reactions from USPTO patents (1976-2016). Predict the product of the given reaction. (1) Given the reactants [C:1]([O:5][C:6](=[O:25])[NH:7][C:8]1[CH:13]=[C:12]([N:14]2[CH2:17][CH2:16][CH2:15]2)[C:11]([C:18]([F:21])([F:20])[F:19])=[CH:10][C:9]=1[N+:22]([O-])=O)([CH3:4])([CH3:3])[CH3:2], predict the reaction product. The product is: [C:1]([O:5][C:6](=[O:25])[NH:7][C:8]1[CH:13]=[C:12]([N:14]2[CH2:17][CH2:16][CH2:15]2)[C:11]([C:18]([F:20])([F:21])[F:19])=[CH:10][C:9]=1[NH2:22])([CH3:4])([CH3:2])[CH3:3]. (2) Given the reactants [CH:1]1([OH:8])[CH2:6][CH2:5][CH:4]([OH:7])[CH2:3][CH2:2]1.N1C=CN=C1.CCN(CC)CC.[Si:21](Cl)([C:24]([CH3:27])([CH3:26])[CH3:25])([CH3:23])[CH3:22], predict the reaction product. The product is: [Si:21]([O:7][CH:4]1[CH2:5][CH2:6][CH:1]([OH:8])[CH2:2][CH2:3]1)([C:24]([CH3:27])([CH3:26])[CH3:25])([CH3:23])[CH3:22]. (3) The product is: [C:1]([C:3]1[CH:4]=[C:5]([CH2:15][N:16]2[C:20]([CH3:21])=[CH:19][C:18]([C:22]([OH:24])=[O:23])=[N:17]2)[C:6]2[O:10][C:9]([CH:11]([CH3:13])[CH3:12])=[CH:8][C:7]=2[CH:14]=1)#[N:2]. Given the reactants [C:1]([C:3]1[CH:4]=[C:5]([CH2:15][N:16]2[C:20]([CH3:21])=[CH:19][C:18]([C:22]([O:24]CC)=[O:23])=[N:17]2)[C:6]2[O:10][C:9]([CH:11]([CH3:13])[CH3:12])=[CH:8][C:7]=2[CH:14]=1)#[N:2].[OH-].[Na+], predict the reaction product. (4) The product is: [C:13]([CH2:15][O:16][C:17]1[CH:18]=[C:19]([CH:43]=[CH:44][CH:45]=1)[C:20]([NH:22][C:23]1[CH:24]=[CH:25][C:26]([CH3:42])=[C:27]([NH:29][C:30](=[O:41])[C:31]2[CH:36]=[CH:35][C:34]([O:37][CH3:38])=[C:33]([O:39][CH3:40])[CH:32]=2)[CH:28]=1)=[O:21])([OH:14])=[O:12]. Given the reactants FC(F)(F)C(O)=O.C([O:12][C:13]([CH2:15][O:16][C:17]1[CH:18]=[C:19]([CH:43]=[CH:44][CH:45]=1)[C:20]([NH:22][C:23]1[CH:24]=[CH:25][C:26]([CH3:42])=[C:27]([NH:29][C:30](=[O:41])[C:31]2[CH:36]=[CH:35][C:34]([O:37][CH3:38])=[C:33]([O:39][CH3:40])[CH:32]=2)[CH:28]=1)=[O:21])=[O:14])(C)(C)C, predict the reaction product. (5) Given the reactants Br[C:2]1[CH:11]=[CH:10][C:9]2[N:8]=[CH:7][C:6]3[N:12]([CH3:23])[C:13](=[O:22])[N:14]([C:15]4[C:16]([CH3:21])=[N:17][N:18]([CH3:20])[CH:19]=4)[C:5]=3[C:4]=2[CH:3]=1.[F:24][CH2:25][CH:26]([CH2:44][F:45])[O:27][C:28]1[C:29]([CH3:43])=[N:30][CH:31]=[C:32](B2OC(C)(C)C(C)(C)O2)[CH:33]=1, predict the reaction product. The product is: [CH3:20][N:18]1[CH:19]=[C:15]([N:14]2[C:5]3[C:4]4[CH:3]=[C:2]([C:32]5[CH:31]=[N:30][C:29]([CH3:43])=[C:28]([O:27][CH:26]([CH2:25][F:24])[CH2:44][F:45])[CH:33]=5)[CH:11]=[CH:10][C:9]=4[N:8]=[CH:7][C:6]=3[N:12]([CH3:23])[C:13]2=[O:22])[C:16]([CH3:21])=[N:17]1. (6) Given the reactants CC([N:5]([C@@H:9]([C:12]([NH:14][C:15]1[CH:16]=[N:17][C:18]([O:21][C:22]2[CH:27]=[CH:26][CH:25]=[C:24]([CH:28]([CH3:30])[CH3:29])[CH:23]=2)=[CH:19][CH:20]=1)=[O:13])[CH2:10][CH3:11])C(=O)[O-])(C)C.C(O)(C(F)(F)F)=O, predict the reaction product. The product is: [NH2:5][C@H:9]([CH2:10][CH3:11])[C:12]([NH:14][C:15]1[CH:16]=[N:17][C:18]([O:21][C:22]2[CH:27]=[CH:26][CH:25]=[C:24]([CH:28]([CH3:29])[CH3:30])[CH:23]=2)=[CH:19][CH:20]=1)=[O:13].